This data is from Reaction yield outcomes from USPTO patents with 853,638 reactions. The task is: Predict the reaction yield, written as a fraction of the theoretical maximum amount of product (1.0 means a 100% yield; for example, 0.34 means a 34% yield). (1) The reactants are [CH:1]1[C:10]2[C:5](=[CH:6][CH:7]=[CH:8][CH:9]=2)[CH:4]=[CH:3][C:2]=1B(O)O.[CH3:14][C:15]1[CH:19]=[C:18]([C:20]([O:22][CH2:23][CH3:24])=[O:21])[NH:17][N:16]=1.N1C=CC=CC=1. The catalyst is ClCCl.C([O-])(=O)C.[Cu+2].C([O-])(=O)C. The product is [CH3:14][C:15]1[CH:19]=[C:18]([C:20]([O:22][CH2:23][CH3:24])=[O:21])[N:17]([C:2]2[CH:3]=[CH:4][C:5]3[C:10](=[CH:9][CH:8]=[CH:7][CH:6]=3)[CH:1]=2)[N:16]=1. The yield is 0.700. (2) The reactants are [F:1][C:2]1[CH:21]=[CH:20][C:19]([F:22])=[CH:18][C:3]=1[CH2:4][N:5]1[CH2:10][C:9]([CH3:12])([CH3:11])[NH:8][C:7]2[N:13]=[CH:14][C:15](I)=[CH:16][C:6]1=2.[CH3:23][N:24]1[CH2:29][CH2:28][N:27]([C:30]([C:32]2[CH:37]=[CH:36][C:35](B3OC(C)(C)C(C)(C)O3)=[CH:34][CH:33]=2)=[O:31])[CH2:26][CH2:25]1. No catalyst specified. The product is [F:1][C:2]1[CH:21]=[CH:20][C:19]([F:22])=[CH:18][C:3]=1[CH2:4][N:5]1[CH2:10][C:9]([CH3:12])([CH3:11])[NH:8][C:7]2[N:13]=[CH:14][C:15]([C:35]3[CH:34]=[CH:33][C:32]([C:30]([N:27]4[CH2:28][CH2:29][N:24]([CH3:23])[CH2:25][CH2:26]4)=[O:31])=[CH:37][CH:36]=3)=[CH:16][C:6]1=2. The yield is 0.550.